This data is from Aqueous solubility values for 9,982 compounds from the AqSolDB database. The task is: Regression/Classification. Given a drug SMILES string, predict its absorption, distribution, metabolism, or excretion properties. Task type varies by dataset: regression for continuous measurements (e.g., permeability, clearance, half-life) or binary classification for categorical outcomes (e.g., BBB penetration, CYP inhibition). For this dataset (solubility_aqsoldb), we predict Y. The compound is FC(F)OC(F)(F)C(F)Cl. The Y is -1.52 log mol/L.